Dataset: Reaction yield outcomes from USPTO patents with 853,638 reactions. Task: Predict the reaction yield, written as a fraction of the theoretical maximum amount of product (1.0 means a 100% yield; for example, 0.34 means a 34% yield). (1) The reactants are [Cl:1][C:2]1[CH:7]=[CH:6][C:5]([CH2:8][S:9]([CH3:11])=[O:10])=[CH:4][N:3]=1.[N-:12]=[N+]=[N-].[Na+].S(=O)(=O)(O)O. The catalyst is C(Cl)(Cl)Cl. The product is [Cl:1][C:2]1[CH:7]=[CH:6][C:5]([CH2:8][S:9]([CH3:11])(=[NH:12])=[O:10])=[CH:4][N:3]=1. The yield is 0.340. (2) The reactants are [C:1]([NH:4][C:5]1[S:6][C:7]([C:10](OCC)=[O:11])=[CH:8][N:9]=1)(=[O:3])[CH3:2].C([BH-](CC)CC)C.[Li+]. The catalyst is C1(C)C=CC=CC=1. The product is [OH:11][CH2:10][C:7]1[S:6][C:5]([NH:4][C:1](=[O:3])[CH3:2])=[N:9][CH:8]=1. The yield is 0.840. (3) The reactants are [CH:1]([PH:3](=[O:6])[CH:4]=[CH2:5])=[CH2:2].[CH2:7]([NH2:14])[C:8]1[CH:13]=[CH:12][CH:11]=[CH:10][CH:9]=1.[CH2:15]1[CH2:19]O[CH2:17][CH2:16]1. The catalyst is O. The product is [CH2:7]([N:14]1[CH2:5][CH2:4][P:3](=[O:6])([CH2:17][CH:16]2[CH2:19][CH2:15]2)[CH2:1][CH2:2]1)[C:8]1[CH:13]=[CH:12][CH:11]=[CH:10][CH:9]=1. The yield is 0.810. (4) The reactants are C1(S([N:10]2[CH2:17][CH:16]3[N:18]([CH2:19][C:20]4[CH:25]=[CH:24][CH:23]=[CH:22][CH:21]=4)[CH:12]([CH2:13][O:14][CH2:15]3)[CH2:11]2)(=O)=O)C=CC=CC=1.[OH-].[Na+]. The catalyst is Cl.O. The product is [CH2:19]([N:18]1[CH:12]2[CH2:13][O:14][CH2:15][CH:16]1[CH2:17][NH:10][CH2:11]2)[C:20]1[CH:25]=[CH:24][CH:23]=[CH:22][CH:21]=1. The yield is 0.500. (5) The reactants are [CH2:1]([O:8][C:9]1[C:14](Br)=[CH:13][C:12](Br)=[CH:11][C:10]=1[CH2:17][C:18]([O:20][CH3:21])=[O:19])[C:2]1[CH:7]=[CH:6][CH:5]=[CH:4][CH:3]=1.[CH:22](/B1OC(C)(C)C(C)(C)O1)=[CH:23]\[CH2:24][CH2:25][CH3:26]. No catalyst specified. The product is [CH2:1]([O:8][C:9]1[C:14](/[CH:1]=[CH:2]/[CH2:3][CH2:4][CH3:5])=[CH:13][C:12](/[CH:22]=[CH:23]/[CH2:24][CH2:25][CH3:26])=[CH:11][C:10]=1[CH2:17][C:18]([O:20][CH3:21])=[O:19])[C:2]1[CH:7]=[CH:6][CH:5]=[CH:4][CH:3]=1. The yield is 0.720. (6) The reactants are C([N:8](CC1C=CC=CC=1)[CH2:9][CH2:10][O:11][CH:12]([CH2:22][O:23]CC1C=CC=CC=1)[CH2:13][O:14]CC1C=CC=CC=1)C1C=CC=CC=1.C(O)(=O)C.[ClH:42]. The catalyst is CCO.[Pd]. The product is [ClH:42].[NH2:8][CH2:9][CH2:10][O:11][CH:12]([CH2:22][OH:23])[CH2:13][OH:14]. The yield is 0.834. (7) The reactants are Cl.[NH2:2][CH2:3][CH:4]([OH:9])[C:5]([O:7][CH3:8])=[O:6].C(N(CC)CC)C.[N+:17]([C:20]1[CH:25]=[CH:24][CH:23]=[CH:22][C:21]=1[S:26](Cl)(=[O:28])=[O:27])([O-:19])=[O:18].O. The catalyst is CN(C)C=O. The product is [OH:9][CH:4]([CH2:3][NH:2][S:26]([C:21]1[CH:22]=[CH:23][CH:24]=[CH:25][C:20]=1[N+:17]([O-:19])=[O:18])(=[O:27])=[O:28])[C:5]([O:7][CH3:8])=[O:6]. The yield is 0.890. (8) The reactants are [NH2:1][C:2]1[C:3]([Cl:12])=[C:4]([CH:9]=[CH:10][CH:11]=1)[C:5]([O:7]C)=O.[F:13][C:14]1[CH:19]=[CH:18][C:17]([F:20])=[CH:16][C:15]=1[S:21](Cl)(=[O:23])=[O:22].[Li+].C[Si]([N-][Si](C)(C)C)(C)C.[Cl:35][C:36]1[N:41]=[C:40]([CH3:42])[CH:39]=[CH:38][N:37]=1. The catalyst is N1C=CC=CC=1.C1COCC1. The product is [Cl:12][C:3]1[C:4](/[C:5](/[OH:7])=[CH:42]\[C:40]2[CH:39]=[CH:38][N:37]=[C:36]([Cl:35])[N:41]=2)=[CH:9][CH:10]=[CH:11][C:2]=1[NH:1][S:21]([C:15]1[CH:16]=[C:17]([F:20])[CH:18]=[CH:19][C:14]=1[F:13])(=[O:23])=[O:22]. The yield is 0.168. (9) The reactants are CS([C:5]1[S:9][C:8]2=[N:10][C:11]([C:13]3[O:14][C:15]4[CH:21]=[CH:20][CH:19]=[CH:18][C:16]=4[N:17]=3)=[CH:12][N:7]2[N:6]=1)(=O)=O.[CH3:22][O-:23].[Na+]. The catalyst is CO. The product is [CH3:22][O:23][C:5]1[S:9][C:8]2=[N:10][C:11]([C:13]3[O:14][C:15]4[CH:21]=[CH:20][CH:19]=[CH:18][C:16]=4[N:17]=3)=[CH:12][N:7]2[N:6]=1. The yield is 0.350. (10) The reactants are [O:1]=[C:2]([N:8]([CH2:23][C:24]1[CH:29]=[CH:28][CH:27]=[CH:26][CH:25]=1)[CH2:9][C@H:10]1[CH2:15][O:14][CH2:13][CH2:12][N:11]1CC1C=CC=CC=1)[C:3](OCC)=[O:4]. The catalyst is [Pd].CCOC(C)=O. The product is [C:24]1([CH2:23][N:8]2[C:2](=[O:1])[C:3](=[O:4])[N:11]3[C@H:10]([CH2:15][O:14][CH2:13][CH2:12]3)[CH2:9]2)[CH:29]=[CH:28][CH:27]=[CH:26][CH:25]=1. The yield is 0.540.